Dataset: Forward reaction prediction with 1.9M reactions from USPTO patents (1976-2016). Task: Predict the product of the given reaction. (1) The product is: [Br:1][C:2]1[CH:11]=[CH:10][C:5]([C:21]([OH:20])([CH3:22])[CH3:12])=[CH:4][CH:3]=1. Given the reactants [Br:1][C:2]1[CH:11]=[CH:10][C:5](C(OC)=O)=[CH:4][CH:3]=1.[CH3:12][Mg]Br.[Cl-].[NH4+].C([O:20][CH2:21][CH3:22])(=O)C, predict the reaction product. (2) Given the reactants [CH3:1][C:2]1[N:3]=[C:4]2[S:21][CH:20]=[CH:19][N:5]2[C:6](=[O:18])[C:7]=1[C:8]1[CH:13]=[CH:12][C:11]([C:14]([F:17])([F:16])[F:15])=[CH:10][CH:9]=1.[CH:22]1([CH2:26][O:27][C:28]2[C:35]([O:36][CH3:37])=[CH:34][CH:33]=[CH:32][C:29]=2[CH:30]=O)[CH2:25][CH2:24][CH2:23]1.[O-]CC.[Na+], predict the reaction product. The product is: [CH:22]1([CH2:26][O:27][C:28]2[C:35]([O:36][CH3:37])=[CH:34][CH:33]=[CH:32][C:29]=2/[CH:30]=[CH:1]/[C:2]2[N:3]=[C:4]3[S:21][CH:20]=[CH:19][N:5]3[C:6](=[O:18])[C:7]=2[C:8]2[CH:13]=[CH:12][C:11]([C:14]([F:17])([F:15])[F:16])=[CH:10][CH:9]=2)[CH2:23][CH2:24][CH2:25]1. (3) Given the reactants [Br:1][C:2]1[CH:3]=[C:4]2[C:9](=[C:10]3[CH2:14][CH2:13][CH2:12][C:11]=13)[N:8]([C:15]([O:17][C:18]([CH3:21])([CH3:20])[CH3:19])=[O:16])[C:7]([CH3:23])([CH3:22])[C:6](=[O:24])[CH:5]2[CH3:25].C[Si]([N-][Si](C)(C)C)(C)C.[Li+].[CH2:36]1COC[CH2:37]1.I[CH:42](C)C, predict the reaction product. The product is: [Br:1][C:2]1[CH:3]=[C:4]2[C:9](=[C:10]3[CH2:14][CH2:13][CH2:12][C:11]=13)[N:8]([C:15]([O:17][C:18]([CH3:19])([CH3:21])[CH3:20])=[O:16])[C:7]([CH3:23])([CH3:22])[C:6](=[O:24])[C:5]2([CH3:42])[CH2:25][CH2:36][CH3:37]. (4) The product is: [CH2:41]([C:23]1[CH:24]=[C:25]([C:36]2[O:40][N:39]=[CH:38][CH:37]=2)[C:26]([OH:28])=[CH:27][C:22]=1[O:21][CH2:20][CH2:19][CH2:18][O:17][C:13]1[C:12]([CH2:43][CH2:44][CH3:45])=[C:11]([CH:16]=[CH:15][CH:14]=1)[O:10][C:5]1[CH:6]=[CH:7][CH:8]=[CH:9][C:4]=1[C:3]([OH:46])=[O:2])[CH3:42]. Given the reactants C[O:2][C:3](=[O:46])[C:4]1[CH:9]=[CH:8][CH:7]=[CH:6][C:5]=1[O:10][C:11]1[CH:16]=[CH:15][CH:14]=[C:13]([O:17][CH2:18][CH2:19][CH2:20][O:21][C:22]2[CH:27]=[C:26]([O:28]CC3C=CC=CC=3)[C:25]([C:36]3[O:40][N:39]=[CH:38][CH:37]=3)=[CH:24][C:23]=2[CH2:41][CH3:42])[C:12]=1[CH2:43][CH2:44][CH3:45].B(F)(F)F.CCOCC, predict the reaction product. (5) Given the reactants O[N:2]=[CH:3][C:4]1[S:8][C:7]([C:9]2[S:13][C:12]([NH:14][C:15](=[O:17])[CH3:16])=[N:11][C:10]=2[CH3:18])=[CH:6][CH:5]=1, predict the reaction product. The product is: [C:3]([C:4]1[S:8][C:7]([C:9]2[S:13][C:12]([NH:14][C:15](=[O:17])[CH3:16])=[N:11][C:10]=2[CH3:18])=[CH:6][CH:5]=1)#[N:2]. (6) Given the reactants I[C:2]1[N:6]2[CH:7]=[C:8]([C:11]3[CH:16]=[CH:15][C:14]([C:17]([N:19]4[CH2:24][CH2:23][N:22]([CH3:25])[CH2:21][CH2:20]4)=[O:18])=[CH:13][CH:12]=3)[N:9]=[CH:10][C:5]2=[N:4][CH:3]=1.C([O-])([O-])=O.[K+].[K+].[C:32]([C:34]1[CH:39]=[CH:38][CH:37]=[CH:36][C:35]=1B(O)O)#[N:33], predict the reaction product. The product is: [CH3:25][N:22]1[CH2:21][CH2:20][N:19]([C:17]([C:14]2[CH:13]=[CH:12][C:11]([C:8]3[N:9]=[CH:10][C:5]4[N:6]([C:2]([C:35]5[CH:36]=[CH:37][CH:38]=[CH:39][C:34]=5[C:32]#[N:33])=[CH:3][N:4]=4)[CH:7]=3)=[CH:16][CH:15]=2)=[O:18])[CH2:24][CH2:23]1.